From a dataset of Forward reaction prediction with 1.9M reactions from USPTO patents (1976-2016). Predict the product of the given reaction. (1) Given the reactants [C:1](Cl)(=[O:3])[CH3:2].[O:5]1[CH:9]=[CH:8][CH2:7][CH2:6]1, predict the reaction product. The product is: [C:1]([C:7]1[CH:8]=[CH:9][C:6]2[O:5][CH2:9][CH2:8][C:7]=2[CH:6]=1)(=[O:3])[CH3:2]. (2) Given the reactants Cl[C:2]1[N:7]=[C:6](Cl)[C:5]([F:9])=[CH:4][N:3]=1.[C:10]([NH:13][C:14]1[CH:20]=[CH:19][C:17]([NH2:18])=[CH:16][CH:15]=1)(=[O:12])[CH3:11], predict the reaction product. The product is: [C:10]([NH:13][C:14]1[CH:20]=[CH:19][C:17]([NH:18][C:2]2[N:7]=[C:6]([NH:18][C:17]3[CH:16]=[CH:15][C:14]([NH:13][C:10](=[O:12])[CH3:11])=[CH:20][CH:19]=3)[C:5]([F:9])=[CH:4][N:3]=2)=[CH:16][CH:15]=1)(=[O:12])[CH3:11]. (3) Given the reactants [NH2:1][C:2]1[CH:7]=[CH:6][CH:5]=[CH:4][C:3]=1[S:8]([NH2:11])(=[O:10])=[O:9].[Cl:12][C:13]1[S:17][C:16]([S:18](Cl)(=[O:20])=[O:19])=[CH:15][CH:14]=1, predict the reaction product. The product is: [Cl:12][C:13]1[S:17][C:16]([S:18]([NH:1][C:2]2[CH:7]=[CH:6][CH:5]=[CH:4][C:3]=2[S:8](=[O:9])(=[O:10])[NH2:11])(=[O:20])=[O:19])=[CH:15][CH:14]=1. (4) Given the reactants [C:1]([C:5]1[N:10]=[CH:9][C:8]([C:11]2[N:12]([C:32]([N:34]3[CH2:39][CH2:38][CH:37]([CH2:40][C:41]([OH:43])=O)[CH2:36][CH2:35]3)=[O:33])[C@@:13]([C:25]3[CH:30]=[CH:29][C:28]([Cl:31])=[CH:27][CH:26]=3)([CH3:24])[C@@:14]([C:17]3[CH:22]=[CH:21][C:20]([Cl:23])=[CH:19][CH:18]=3)([CH3:16])[N:15]=2)=[C:7]([O:44][CH2:45][CH3:46])[CH:6]=1)([CH3:4])([CH3:3])[CH3:2].[NH2:47][CH2:48][C:49]1[CH:54]=[CH:53][CH:52]=[CH:51][N:50]=1, predict the reaction product. The product is: [C:1]([C:5]1[N:10]=[CH:9][C:8]([C:11]2[N:12]([C:32]([N:34]3[CH2:39][CH2:38][CH:37]([CH2:40][C:41]([NH:47][CH2:48][C:49]4[CH:54]=[CH:53][CH:52]=[CH:51][N:50]=4)=[O:43])[CH2:36][CH2:35]3)=[O:33])[C@@:13]([C:25]3[CH:30]=[CH:29][C:28]([Cl:31])=[CH:27][CH:26]=3)([CH3:24])[C@@:14]([C:17]3[CH:22]=[CH:21][C:20]([Cl:23])=[CH:19][CH:18]=3)([CH3:16])[N:15]=2)=[C:7]([O:44][CH2:45][CH3:46])[CH:6]=1)([CH3:3])([CH3:2])[CH3:4]. (5) Given the reactants [I:1][C:2]1[CH:22]=[CH:21][C:5]([O:6][CH2:7][CH2:8][CH2:9][CH2:10][CH2:11][CH2:12][CH2:13][CH2:14][CH2:15][CH2:16][C:17]([O:19]C)=[O:18])=[CH:4][CH:3]=1.[OH-].[Na+], predict the reaction product. The product is: [I:1][C:2]1[CH:3]=[CH:4][C:5]([O:6][CH2:7][CH2:8][CH2:9][CH2:10][CH2:11][CH2:12][CH2:13][CH2:14][CH2:15][CH2:16][C:17]([OH:19])=[O:18])=[CH:21][CH:22]=1. (6) Given the reactants [C:1]([C@H:5]1[CH2:10][CH2:9][C@H:8]([O:11][C:12]2[CH:13]=[C:14]3[C:19](=[CH:20][CH:21]=2)[CH2:18][C@H:17]([C@:22]2([CH3:28])[CH2:26][O:25]C(=O)[NH:23]2)[CH2:16][CH2:15]3)[CH2:7][CH2:6]1)([CH3:4])([CH3:3])[CH3:2].[OH-].[Li+].C(O)C.O, predict the reaction product. The product is: [NH2:23][C@@:22]([C@@H:17]1[CH2:16][CH2:15][C:14]2[C:19](=[CH:20][CH:21]=[C:12]([O:11][C@H:8]3[CH2:7][CH2:6][C@H:5]([C:1]([CH3:4])([CH3:3])[CH3:2])[CH2:10][CH2:9]3)[CH:13]=2)[CH2:18]1)([CH3:28])[CH2:26][OH:25]. (7) Given the reactants [CH3:1][N:2]1[CH:10]=[C:9]2[C:4]([C:5]([CH2:12][O:13][CH2:14][C:15]3([C:28]4[CH:33]=[CH:32][CH:31]=[CH:30][CH:29]=4)[CH2:20][CH2:19][N:18](C(OC(C)(C)C)=O)[CH2:17][CH2:16]3)=[CH:6][C:7]([CH3:11])=[CH:8]2)=[N:3]1, predict the reaction product. The product is: [CH3:1][N:2]1[CH:10]=[C:9]2[C:4]([C:5]([CH2:12][O:13][CH2:14][C:15]3([C:28]4[CH:29]=[CH:30][CH:31]=[CH:32][CH:33]=4)[CH2:16][CH2:17][NH:18][CH2:19][CH2:20]3)=[CH:6][C:7]([CH3:11])=[CH:8]2)=[N:3]1.